This data is from Peptide-MHC class II binding affinity with 134,281 pairs from IEDB. The task is: Regression. Given a peptide amino acid sequence and an MHC pseudo amino acid sequence, predict their binding affinity value. This is MHC class II binding data. (1) The peptide sequence is ASAAIFGHDGTVWAQ. The MHC is HLA-DQA10501-DQB10201 with pseudo-sequence HLA-DQA10501-DQB10201. The binding affinity (normalized) is 0.171. (2) The peptide sequence is AAATAGTTVYGAMAA. The MHC is HLA-DQA10401-DQB10402 with pseudo-sequence HLA-DQA10401-DQB10402. The binding affinity (normalized) is 0.448. (3) The peptide sequence is EKKYFAAEQFEPLAA. The MHC is HLA-DQA10501-DQB10301 with pseudo-sequence HLA-DQA10501-DQB10301. The binding affinity (normalized) is 0.166. (4) The peptide sequence is SSYAATEVANAAAGQ. The MHC is DRB3_0202 with pseudo-sequence DRB3_0202. The binding affinity (normalized) is 0.163.